This data is from Full USPTO retrosynthesis dataset with 1.9M reactions from patents (1976-2016). The task is: Predict the reactants needed to synthesize the given product. (1) Given the product [CH3:16][Si:2]([CH3:1])([CH3:15])[CH2:3][CH2:4][CH2:5][CH2:6][CH2:7][CH2:8][CH:9]1[CH:10]=[CH:11]1, predict the reactants needed to synthesize it. The reactants are: [CH3:1][Si:2]([CH3:16])([CH3:15])[CH2:3][CH2:4][CH2:5][CH2:6][CH2:7][CH2:8][C:9]1(Br)[CH2:11][C:10]1(Br)Br.C[Li]. (2) Given the product [CH3:30][C:29]1[C:24]([O:12][CH2:11][CH2:10][CH2:9][C:8]2[C:4]([CH2:1][CH2:2][CH3:3])=[N:5][N:6]([C:13]3[CH:18]=[CH:17][C:16]([C:19]([F:21])([F:20])[F:22])=[CH:15][N:14]=3)[CH:7]=2)=[C:25]([CH2:31][C:32]([OH:34])=[O:33])[CH:26]=[CH:27][CH:28]=1, predict the reactants needed to synthesize it. The reactants are: [CH2:1]([C:4]1[C:8]([CH2:9][CH2:10][CH2:11][OH:12])=[CH:7][N:6]([C:13]2[CH:18]=[CH:17][C:16]([C:19]([F:22])([F:21])[F:20])=[CH:15][N:14]=2)[N:5]=1)[CH2:2][CH3:3].O[C:24]1[C:29]([CH3:30])=[CH:28][CH:27]=[CH:26][C:25]=1[CH2:31][C:32]([O:34]C)=[O:33].C(P(CCCC)CCCC)CCC.N(C(N1CCCCC1)=O)=NC(N1CCCCC1)=O.